Dataset: Reaction yield outcomes from USPTO patents with 853,638 reactions. Task: Predict the reaction yield, written as a fraction of the theoretical maximum amount of product (1.0 means a 100% yield; for example, 0.34 means a 34% yield). (1) The reactants are [F:1][C:2]1[CH:7]=[CH:6][C:5]([O:8][C:9]2[CH:14]=[CH:13][C:12]([N+:15]([O-])=O)=[CH:11][CH:10]=2)=[CH:4][C:3]=1[C:18]([F:21])([F:20])[F:19]. The catalyst is CO.[Pd]. The product is [F:1][C:2]1[CH:7]=[CH:6][C:5]([O:8][C:9]2[CH:10]=[CH:11][C:12]([NH2:15])=[CH:13][CH:14]=2)=[CH:4][C:3]=1[C:18]([F:19])([F:20])[F:21]. The yield is 0.950. (2) The reactants are Cl[C:2](=[N:14][OH:15])[C@H:3]1[CH2:8][CH2:7][C@H:6]([C:9]([O:11]CC)=[O:10])[CH2:5][CH2:4]1.O1CCN([C:22]2[CH2:27][CH2:26][CH2:25][CH2:24][CH:23]=2)CC1.C(N(CC)CC)C. The catalyst is ClCCl. The product is [O:15]1[C:23]2[CH2:24][CH2:25][CH2:26][CH2:27][C:22]=2[C:2]([C@@H:3]2[CH2:4][CH2:5][C@H:6]([C:9]([OH:11])=[O:10])[CH2:7][CH2:8]2)=[N:14]1. The yield is 0.310. (3) The reactants are O=[C:2]1[NH:6][N:5]([C:7]2[CH:8]=[N:9][CH:10]=[CH:11][CH:12]=2)[CH:4]([C:13]([O:15][CH2:16][CH3:17])=[O:14])[CH2:3]1.C(#N)C.P(Cl)(Cl)([Cl:23])=O.C(=O)([O-])[O-].[Na+].[Na+]. The catalyst is O. The product is [Cl:23][C:2]1[CH2:3][CH:4]([C:13]([O:15][CH2:16][CH3:17])=[O:14])[N:5]([C:7]2[CH:8]=[N:9][CH:10]=[CH:11][CH:12]=2)[N:6]=1. The yield is 0.790. (4) The reactants are F[C:2]1[CH:3]=[C:4]2[C:8](=[CH:9][C:10]=1[F:11])[NH:7][CH:6]=[C:5]2[C:12]1[CH:13]=[N:14][N:15](CC2CCNCC2)[CH:16]=1.[OH-].[Na+]. The catalyst is CO.O. The product is [F:11][C:10]1[CH:9]=[C:8]2[C:4]([C:5]([C:12]3[CH:16]=[N:15][NH:14][CH:13]=3)=[CH:6][NH:7]2)=[CH:3][CH:2]=1. The yield is 0.360.